From a dataset of CYP2C9 inhibition data for predicting drug metabolism from PubChem BioAssay. Regression/Classification. Given a drug SMILES string, predict its absorption, distribution, metabolism, or excretion properties. Task type varies by dataset: regression for continuous measurements (e.g., permeability, clearance, half-life) or binary classification for categorical outcomes (e.g., BBB penetration, CYP inhibition). Dataset: cyp2c9_veith. (1) The drug is CCOc1ccccc1Nc1nc(-c2sc(NC(=O)c3ccccc3)nc2C)cs1. The result is 1 (inhibitor). (2) The molecule is N=C(N)SCCCN. The result is 0 (non-inhibitor). (3) The molecule is C=CCc1cc(C=O)cc(OC)c1OCc1ccc(Cl)cc1. The result is 1 (inhibitor). (4) The compound is O=S(=O)(NCc1cc(-c2ccccc2)no1)c1ccc(Cl)cc1. The result is 0 (non-inhibitor). (5) The compound is CNC(=O)[C@@H]1O[C@@H](n2cnc3c(NCc4ccc(N)cc4)ncnc32)[C@@H](O)[C@H]1O. The result is 0 (non-inhibitor). (6) The compound is CN=C(NC#N)NCCSC[C@H]1N=CN=C1C. The result is 0 (non-inhibitor).